This data is from Peptide-MHC class II binding affinity with 134,281 pairs from IEDB. The task is: Regression. Given a peptide amino acid sequence and an MHC pseudo amino acid sequence, predict their binding affinity value. This is MHC class II binding data. (1) The peptide sequence is KKLTIAYLVGSNMTQRV. The MHC is DRB1_1101 with pseudo-sequence DRB1_1101. The binding affinity (normalized) is 0.808. (2) The peptide sequence is KEFDLYKKSGITEVDRT. The MHC is DRB5_0101 with pseudo-sequence DRB5_0101. The binding affinity (normalized) is 0.148. (3) The peptide sequence is YKRTDIVEVDRDTAR. The MHC is DRB1_0901 with pseudo-sequence DRB1_0901. The binding affinity (normalized) is 0.352. (4) The peptide sequence is TEAFSTAWQAACKKP. The MHC is HLA-DQA10501-DQB10301 with pseudo-sequence HLA-DQA10501-DQB10301. The binding affinity (normalized) is 0.592. (5) The peptide sequence is AAAKVLHHMVKISGG. The MHC is DRB1_0101 with pseudo-sequence DRB1_0101. The binding affinity (normalized) is 0.277. (6) The MHC is HLA-DQA10401-DQB10402 with pseudo-sequence HLA-DQA10401-DQB10402. The binding affinity (normalized) is 0.315. The peptide sequence is YFRNEQSIPPLIQKY. (7) The peptide sequence is LGHRDALEDDLLNRN. The MHC is DRB1_0101 with pseudo-sequence DRB1_0101. The binding affinity (normalized) is 0.